Dataset: Reaction yield outcomes from USPTO patents with 853,638 reactions. Task: Predict the reaction yield, written as a fraction of the theoretical maximum amount of product (1.0 means a 100% yield; for example, 0.34 means a 34% yield). (1) The reactants are [Br:1][C:2]1[CH:3]=[C:4]([C:8]([OH:10])=[O:9])[O:5][C:6]=1Br.[OH-].[NH4+].Cl. The yield is 0.831. The product is [Br:1][C:2]1[CH:3]=[C:4]([C:8]([OH:10])=[O:9])[O:5][CH:6]=1. The catalyst is [Zn].O. (2) The reactants are [NH2:1][C:2]1[CH:7]=[CH:6][C:5]([C:8]2[N:13]=[C:12]([N:14]3[CH2:20][CH:19]4[O:21][CH:16]([CH2:17][CH2:18]4)[CH2:15]3)[N:11]=[C:10]([C:22]3[CH:27]=[CH:26][C:25]([NH:28][C:29]([NH:31][CH3:32])=[O:30])=[CH:24][CH:23]=3)[N:9]=2)=[CH:4][CH:3]=1.[C:33]([C:36]1[CH:37]=[C:38]([NH:42][C:43](=O)[O:44]C2C=CC=CC=2)[CH:39]=[CH:40][CH:41]=1)(=[O:35])[NH2:34]. No catalyst specified. The product is [CH3:32][NH:31][C:29]([NH:28][C:25]1[CH:26]=[CH:27][C:22]([C:10]2[N:11]=[C:12]([N:14]3[CH2:20][CH:19]4[O:21][CH:16]([CH2:17][CH2:18]4)[CH2:15]3)[N:13]=[C:8]([C:5]3[CH:4]=[CH:3][C:2]([NH:1][C:43]([NH:42][C:38]4[CH:37]=[C:36]([CH:41]=[CH:40][CH:39]=4)[C:33]([NH2:34])=[O:35])=[O:44])=[CH:7][CH:6]=3)[N:9]=2)=[CH:23][CH:24]=1)=[O:30]. The yield is 0.130. (3) The reactants are [N:1]1[CH:6]=[CH:5][CH:4]=[C:3]([NH:7][C:8](=[O:15])OCC(Cl)(Cl)Cl)[N:2]=1.Cl.Cl.[C:18]1([C:24]2[CH:29]=[CH:28][N:27]=[C:26]([N:30]3[CH2:35][CH2:34][NH:33][CH2:32][CH2:31]3)[N:25]=2)[CH:23]=[CH:22][CH:21]=[CH:20][CH:19]=1. No catalyst specified. The product is [C:18]1([C:24]2[CH:29]=[CH:28][N:27]=[C:26]([N:30]3[CH2:35][CH2:34][N:33]([C:8]([NH:7][C:3]4[N:2]=[N:1][CH:6]=[CH:5][CH:4]=4)=[O:15])[CH2:32][CH2:31]3)[N:25]=2)[CH:19]=[CH:20][CH:21]=[CH:22][CH:23]=1. The yield is 0.370. (4) The reactants are [C:1]([N:6]1[CH2:11][CH2:10][N:9](C(OC(C)(C)C)=O)[CH2:8][CH2:7]1)(=[O:5])[CH:2]([CH3:4])[CH3:3].Cl.CO. The product is [CH3:3][CH:2]([CH3:4])[C:1]([N:6]1[CH2:11][CH2:10][NH:9][CH2:8][CH2:7]1)=[O:5]. The catalyst is CO. The yield is 1.00. (5) The reactants are [F:1][C:2]1[CH:11]=[CH:10][C:5]([C:6](=O)[CH2:7]Cl)=[CH:4][CH:3]=1.CO.Cl.[CH3:15][O:16][NH2:17].[Br-:18].[Li+]. The catalyst is CC(C)=O. The product is [CH3:15][O:16][N:17]=[C:6]([C:5]1[CH:10]=[CH:11][C:2]([F:1])=[CH:3][CH:4]=1)[CH2:7][Br:18]. The yield is 0.830. (6) The reactants are [CH3:1][O:2][C:3](=[O:12])[C:4]1[CH:9]=[C:8]([I:10])[CH:7]=[CH:6][C:5]=1[NH2:11].[Cl:13]N1C(=O)CCC1=O. The catalyst is C(O)(C)C. The product is [CH3:1][O:2][C:3](=[O:12])[C:4]1[CH:9]=[C:8]([I:10])[CH:7]=[C:6]([Cl:13])[C:5]=1[NH2:11]. The yield is 0.720. (7) The reactants are [CH3:1][C:2]1[C:6]([CH2:7][N:8]2[CH:12]=[C:11]([N:13]3[C:17](=[O:18])[CH2:16][NH:15][C:14]3=[O:19])[CH:10]=[N:9]2)=[C:5]([CH3:20])[O:4][N:3]=1.[F:21][C:22]1[CH:30]=[CH:29][CH:28]=[CH:27][C:23]=1[CH2:24][CH2:25]Br. No catalyst specified. The product is [CH3:1][C:2]1[C:6]([CH2:7][N:8]2[CH:12]=[C:11]([N:13]3[C:17](=[O:18])[CH2:16][N:15]([CH2:25][CH2:24][C:23]4[CH:27]=[CH:28][CH:29]=[CH:30][C:22]=4[F:21])[C:14]3=[O:19])[CH:10]=[N:9]2)=[C:5]([CH3:20])[O:4][N:3]=1. The yield is 0.240. (8) The reactants are [NH:1]1[CH2:6][CH2:5][CH:4]([CH2:7][N:8]2[CH2:13][CH2:12][CH:11]([CH2:14][NH:15][C:16]([C:18]3[C:26]4[N:25]=[C:24]([CH:27]([CH3:29])[CH3:28])[NH:23][C:22]=4[CH:21]=[CH:20][CH:19]=3)=[O:17])[CH2:10][CH2:9]2)[CH2:3][CH2:2]1.C(N(CC)C(C)C)(C)C.[F:39][C:40]1[CH:45]=[CH:44][CH:43]=[CH:42][C:41]=1[N:46]=[C:47]=[O:48]. The catalyst is CN(C)C=O. The product is [F:39][C:40]1[CH:45]=[CH:44][CH:43]=[CH:42][C:41]=1[NH:46][C:47]([N:1]1[CH2:2][CH2:3][CH:4]([CH2:7][N:8]2[CH2:9][CH2:10][CH:11]([CH2:14][NH:15][C:16]([C:18]3[C:26]4[N:25]=[C:24]([CH:27]([CH3:29])[CH3:28])[NH:23][C:22]=4[CH:21]=[CH:20][CH:19]=3)=[O:17])[CH2:12][CH2:13]2)[CH2:5][CH2:6]1)=[O:48]. The yield is 0.220.